This data is from Forward reaction prediction with 1.9M reactions from USPTO patents (1976-2016). The task is: Predict the product of the given reaction. (1) Given the reactants [C:1]1([CH3:7])[CH:6]=[CH:5][CH:4]=[CH:3][CH:2]=1.C1C=CC(P([N:22]=[N+:23]=[N-:24])(C2C=CC=CC=2)=O)=CC=1.C1[CH2:35][CH2:34][N:33]2[C:28](=[N:29]CCC2)CC1.[CH2:36]1COCC1, predict the reaction product. The product is: [N:24]([CH:5]1[CH2:6][C:1]([CH3:36])([CH3:7])[CH2:2][C:3]([N:33]2[CH:34]=[CH:35][N:29]=[CH:28]2)=[CH:4]1)=[N+:23]=[N-:22]. (2) Given the reactants Cl[C:2]1[N:7]=[CH:6][N:5]=[C:4]([N:8]2[CH2:13][CH2:12][CH:11]([CH2:14][N:15]3[CH2:24][C:23]4[C:18](=[CH:19][CH:20]=[CH:21][CH:22]=4)[NH:17][C:16]3=[O:25])[CH2:10][CH2:9]2)[C:3]=1[O:26][CH3:27].C(N(CC)CC)C, predict the reaction product. The product is: [CH3:27][O:26][C:3]1[C:4]([N:8]2[CH2:9][CH2:10][CH:11]([CH2:14][N:15]3[CH2:24][C:23]4[C:18](=[CH:19][CH:20]=[CH:21][CH:22]=4)[NH:17][C:16]3=[O:25])[CH2:12][CH2:13]2)=[N:5][CH:6]=[N:7][CH:2]=1. (3) Given the reactants [Cl:1][C:2]1[CH:3]=[C:4]2[C:8](=[CH:9][CH:10]=1)[NH:7][CH:6]=[C:5]2[CH2:11][CH2:12][NH:13][C:14](=[O:22])[C:15]1[CH:20]=[CH:19][C:18](I)=[CH:17][CH:16]=1.[F:23][C:24]([F:35])([F:34])[C:25]1[CH:26]=[C:27](B(O)O)[CH:28]=[CH:29][CH:30]=1.C(=O)([O-])[O-].[Na+].[Na+], predict the reaction product. The product is: [Cl:1][C:2]1[CH:3]=[C:4]2[C:8](=[CH:9][CH:10]=1)[NH:7][CH:6]=[C:5]2[CH2:11][CH2:12][NH:13][C:14]([C:15]1[CH:20]=[CH:19][C:18]([C:29]2[CH:28]=[CH:27][CH:26]=[C:25]([C:24]([F:35])([F:34])[F:23])[CH:30]=2)=[CH:17][CH:16]=1)=[O:22]. (4) Given the reactants [C:1]([CH:3]([CH:14]1[CH2:19][CH2:18][CH:17]([CH3:20])[CH2:16][CH2:15]1)[NH:4]S(C1C=CC(C)=CC=1)=O)#[N:2].[ClH:21].O1CCOCC1, predict the reaction product. The product is: [ClH:21].[NH2:4][CH:3]([CH:14]1[CH2:19][CH2:18][CH:17]([CH3:20])[CH2:16][CH2:15]1)[C:1]#[N:2]. (5) Given the reactants [C:1]([O:5][C:6]([N:8]1[CH2:17][CH2:16][C:15]2[C:10](=[C:11]([O:18][CH2:19][C:20](O)=[O:21])[CH:12]=[CH:13][CH:14]=2)[CH2:9]1)=[O:7])([CH3:4])([CH3:3])[CH3:2].Cl.C[N:25]1[CH2:34][CH2:33][C:32]2[C:27](=[C:28]([N+]([O-])=O)[CH:29]=[CH:30][CH:31]=2)[C:26]1=O.[CH3:39][N:40](C(ON1N=NC2C=CC=NC1=2)=[N+](C)C)[CH3:41].F[P-](F)(F)(F)(F)F.CCN(C(C)C)C(C)C.C([O-])(O)=O.[Na+], predict the reaction product. The product is: [C:1]([O:5][C:6]([N:8]1[CH2:17][CH2:16][C:15]2[C:10](=[C:11]([O:18][CH2:19][C:20](=[O:21])[N:25]([CH2:26][C:27]3[CH:28]=[CH:29][CH:30]=[CH:31][CH:32]=3)[CH2:34][CH2:33][N:40]([CH3:41])[CH3:39])[CH:12]=[CH:13][CH:14]=2)[CH2:9]1)=[O:7])([CH3:2])([CH3:3])[CH3:4]. (6) Given the reactants [Cl:1][C:2]1[CH:14]=[CH:13][C:5]([O:6][C@H:7]2[CH2:11][NH:10][CH2:9][C@H:8]2[OH:12])=[CH:4][C:3]=1[F:15].C=O.[BH3-][C:19]#N.[Na+], predict the reaction product. The product is: [Cl:1][C:2]1[CH:14]=[CH:13][C:5]([O:6][C@H:7]2[CH2:11][N:10]([CH3:19])[CH2:9][C@H:8]2[OH:12])=[CH:4][C:3]=1[F:15]. (7) Given the reactants [C:1]([O:5][C:6]([N:8]1[CH2:13][CH2:12][CH2:11][CH:10]([C:14]([OH:16])=O)[CH2:9]1)=[O:7])([CH3:4])([CH3:3])[CH3:2].[H-].[Na+].C(Cl)(=O)C(Cl)=O.[NH2:25][C:26]1[CH:31]=[CH:30][CH:29]=[CH:28][CH:27]=1.C([Li])CCC.Cl.[NH4+], predict the reaction product. The product is: [C:1]([O:5][C:6]([N:8]1[CH2:13][CH2:12][CH2:11][CH:10]([C:14]([NH:25][C:26]2[CH:31]=[CH:30][CH:29]=[CH:28][CH:27]=2)=[O:16])[CH2:9]1)=[O:7])([CH3:2])([CH3:3])[CH3:4].